This data is from Reaction yield outcomes from USPTO patents with 853,638 reactions. The task is: Predict the reaction yield, written as a fraction of the theoretical maximum amount of product (1.0 means a 100% yield; for example, 0.34 means a 34% yield). (1) The reactants are [H-].[H-].[H-].[H-].[Li+].[Al+3].[CH3:7][C:8]([C:13]1[CH:18]=[CH:17][CH:16]=[CH:15][CH:14]=1)([CH3:12])[C:9](O)=[O:10]. The catalyst is C1COCC1. The product is [CH3:12][C:8]([C:13]1[CH:18]=[CH:17][CH:16]=[CH:15][CH:14]=1)([CH3:7])[CH2:9][OH:10]. The yield is 0.727. (2) The reactants are CC1(C)CCCC(C)(C)N1.C([Li])CCC.CCCCCC.[O:22]1[CH:26]=[CH:25][CH:24]=[C:23]1[C:27]1[N:28]=[C:29]([NH:38][C:39]([C:41]2[CH:46]=[CH:45][N:44]=[CH:43][CH:42]=2)=[O:40])[S:30][C:31]=1[C:32](=[O:37])N(OC)C.[N:47]1[CH:52]=[CH:51][CH:50]=[N:49][CH:48]=1.[Cl-].[NH4+]. The catalyst is C1COCC1. The product is [O:22]1[CH:26]=[CH:25][CH:24]=[C:23]1[C:27]1[N:28]=[C:29]([NH:38][C:39]([C:41]2[CH:42]=[CH:43][N:44]=[CH:45][CH:46]=2)=[O:40])[S:30][C:31]=1[C:32]([C:52]1[CH:51]=[CH:50][N:49]=[CH:48][N:47]=1)=[O:37]. The yield is 0.0700.